Dataset: Forward reaction prediction with 1.9M reactions from USPTO patents (1976-2016). Task: Predict the product of the given reaction. (1) The product is: [Br:1][C:2]1[C:3]([Cl:10])=[C:4]([Cl:9])[C:5](=[O:8])[N:6]([CH3:11])[N:7]=1. Given the reactants [Br:1][C:2]1[C:3]([Cl:10])=[C:4]([Cl:9])[C:5](=[O:8])[NH:6][N:7]=1.[C:11](=O)([O-])[O-].[K+].[K+].IC, predict the reaction product. (2) The product is: [N:22]12[CH2:27][CH2:26][CH:25]([CH2:24][CH2:23]1)[C@H:20]([NH:19][C:14]([C:10]1[CH:11]=[CH:12][CH:13]=[C:7]3[O:6][C:5]([C:1]([CH3:2])([CH3:3])[CH3:4])=[N:9][C:8]=13)=[O:16])[CH2:21]2. Given the reactants [C:1]([C:5]1[O:6][C:7]2[C:8](=[C:10]([C:14]([OH:16])=O)[CH:11]=[CH:12][CH:13]=2)[N:9]=1)([CH3:4])([CH3:3])[CH3:2].Cl.Cl.[NH2:19][C@H:20]1[CH:25]2[CH2:26][CH2:27][N:22]([CH2:23][CH2:24]2)[CH2:21]1.Cl.C(N=C=NCCCN(C)C)C.ON1C2C=CC=CC=2N=N1.C(N(CC)CC)C, predict the reaction product. (3) Given the reactants C(OC(N1CCN(C(C2C3=NC=C(OCC)C=C3N(C3C=CC=CC=3)C=2Cl)=O)CC1)=O)(C)(C)C.CC1C=CC=C(C)C=1O.Cl.Cl.Cl.[CH3:47][C:48]1[CH:80]=[CH:79][CH:78]=[C:77]([CH3:81])[C:49]=1[O:50][C:51]1[N:59]([C:60]2[CH:65]=[CH:64][CH:63]=[CH:62][CH:61]=2)[C:58]2[C:53](=[N:54][CH:55]=[C:56]([O:66][CH2:67][CH3:68])[CH:57]=2)[C:52]=1[C:69]([N:71]1[CH2:76][CH2:75][NH:74][CH2:73][CH2:72]1)=[O:70], predict the reaction product. The product is: [CH3:47][C:48]1[CH:80]=[CH:79][CH:78]=[C:77]([CH3:81])[C:49]=1[O:50][C:51]1[N:59]([C:60]2[CH:65]=[CH:64][CH:63]=[CH:62][CH:61]=2)[C:58]2[C:53](=[N:54][CH:55]=[C:56]([O:66][CH2:67][CH3:68])[CH:57]=2)[C:52]=1[C:69]([N:71]1[CH2:72][CH2:73][NH:74][CH2:75][CH2:76]1)=[O:70]. (4) Given the reactants [C:1]([O:5][C:6]([N:8]([CH2:15][CH2:16][CH2:17][N:18]1[C:22]([C:23]2[CH:28]=[CH:27][C:26]([F:29])=[CH:25][CH:24]=2)=[CH:21][S:20][C:19]1=[N:30][C:31]1[CH:36]=[CH:35][C:34]([Cl:37])=[CH:33][C:32]=1[O:38][CH3:39])[CH2:9][C:10](OCC)=[O:11])=[O:7])([CH3:4])([CH3:3])[CH3:2].[BH4-].[Li+].O, predict the reaction product. The product is: [Cl:37][C:34]1[CH:35]=[CH:36][C:31]([N:30]=[C:19]2[N:18]([CH2:17][CH2:16][CH2:15][N:8]([CH2:9][CH2:10][OH:11])[C:6](=[O:7])[O:5][C:1]([CH3:4])([CH3:3])[CH3:2])[C:22]([C:23]3[CH:24]=[CH:25][C:26]([F:29])=[CH:27][CH:28]=3)=[CH:21][S:20]2)=[C:32]([O:38][CH3:39])[CH:33]=1. (5) Given the reactants [CH3:1][O:2][C:3](=[O:20])[C:4]1[CH:9]=[CH:8][C:7]([N:10]=[CH:11][C:12]2[CH:17]=[CH:16][CH:15]=[C:14]([O:18][CH3:19])[CH:13]=2)=[CH:6][CH:5]=1.O.[O-]S(C(F)(F)F)(=O)=O.[Yb+3].[O-]S(C(F)(F)F)(=O)=O.[O-]S(C(F)(F)F)(=O)=O.[CH:47](=[O:51])[CH:48]([CH3:50])[CH3:49].O, predict the reaction product. The product is: [CH3:1][O:2][C:3]([C:4]1[CH:5]=[C:6]2[C:7](=[CH:8][CH:9]=1)[NH:10][CH:11]([C:12]1[CH:17]=[CH:16][CH:15]=[C:14]([O:18][CH3:19])[CH:13]=1)[C:48]([CH3:50])([CH3:49])[CH:47]2[OH:51])=[O:20].